Dataset: Catalyst prediction with 721,799 reactions and 888 catalyst types from USPTO. Task: Predict which catalyst facilitates the given reaction. (1) The catalyst class is: 83. Reactant: C([O:3][C:4](=[O:36])[C:5]1[CH:10]=[CH:9][C:8]([NH:11][C:12]([C:14]2[CH:15]=[CH:16][C:17]3[O:22][CH2:21][CH2:20][N:19]([S:23]([C:26]4[CH:31]=[C:30]([Cl:32])[CH:29]=[CH:28][C:27]=4[O:33][CH3:34])(=[O:25])=[O:24])[C:18]=3[CH:35]=2)=[O:13])=[CH:7][CH:6]=1)C.[OH-].[Na+].Cl. Product: [Cl:32][C:30]1[CH:29]=[CH:28][C:27]([O:33][CH3:34])=[C:26]([S:23]([N:19]2[C:18]3[CH:35]=[C:14]([C:12]([NH:11][C:8]4[CH:9]=[CH:10][C:5]([C:4]([OH:36])=[O:3])=[CH:6][CH:7]=4)=[O:13])[CH:15]=[CH:16][C:17]=3[O:22][CH2:21][CH2:20]2)(=[O:25])=[O:24])[CH:31]=1. (2) Reactant: [N:1]1[CH:6]=[CH:5][C:4]([CH2:7]P(=O)(OCC)OCC)=[CH:3][CH:2]=1.C(O[K])(C)(C)C.[CH:22]([C:24]1[C:32]2[C:27](=[CH:28][C:29]([C:33]#[N:34])=[CH:30][CH:31]=2)[NH:26][N:25]=1)=O. Product: [N:1]1[CH:2]=[CH:3][C:4](/[CH:7]=[CH:22]/[C:24]2[C:32]3[C:27](=[CH:28][C:29]([C:33]#[N:34])=[CH:30][CH:31]=3)[NH:26][N:25]=2)=[CH:5][CH:6]=1. The catalyst class is: 3.